This data is from NCI-60 drug combinations with 297,098 pairs across 59 cell lines. The task is: Regression. Given two drug SMILES strings and cell line genomic features, predict the synergy score measuring deviation from expected non-interaction effect. (1) Drug 1: CC(C)(C#N)C1=CC(=CC(=C1)CN2C=NC=N2)C(C)(C)C#N. Drug 2: CC=C1C(=O)NC(C(=O)OC2CC(=O)NC(C(=O)NC(CSSCCC=C2)C(=O)N1)C(C)C)C(C)C. Cell line: OVCAR-8. Synergy scores: CSS=24.7, Synergy_ZIP=3.61, Synergy_Bliss=6.19, Synergy_Loewe=-25.6, Synergy_HSA=0.435. (2) Drug 1: CC1=C(C(=CC=C1)Cl)NC(=O)C2=CN=C(S2)NC3=CC(=NC(=N3)C)N4CCN(CC4)CCO. Drug 2: C1C(C(OC1N2C=NC3=C2NC=NCC3O)CO)O. Cell line: NCI-H460. Synergy scores: CSS=-1.16, Synergy_ZIP=1.61, Synergy_Bliss=2.84, Synergy_Loewe=-0.665, Synergy_HSA=-1.15. (3) Drug 1: C1CC(=O)NC(=O)C1N2C(=O)C3=CC=CC=C3C2=O. Drug 2: C1CCC(C(C1)N)N.C(=O)(C(=O)[O-])[O-].[Pt+4]. Cell line: A549. Synergy scores: CSS=7.83, Synergy_ZIP=-11.3, Synergy_Bliss=-15.9, Synergy_Loewe=-15.9, Synergy_HSA=-15.6.